From a dataset of Full USPTO retrosynthesis dataset with 1.9M reactions from patents (1976-2016). Predict the reactants needed to synthesize the given product. (1) Given the product [CH2:15]([O:14][C:11]1[CH:10]=[CH:9][C:8]([NH:7][C:5](=[O:6])[C:4]([NH:39][C:38]2[CH:37]=[CH:36][C:35]([O:28][C:29]3[CH:34]=[CH:33][CH:32]=[CH:31][CH:30]=3)=[CH:41][CH:40]=2)=[O:27])=[CH:13][CH:12]=1)[CH2:16][CH2:17][CH2:18][CH2:19][CH2:20][CH2:21][CH2:22][CH2:23][CH2:24][CH2:25][CH3:26], predict the reactants needed to synthesize it. The reactants are: C(O[C:4](=[O:27])[C:5]([NH:7][C:8]1[CH:13]=[CH:12][C:11]([O:14][CH2:15][CH2:16][CH2:17][CH2:18][CH2:19][CH2:20][CH2:21][CH2:22][CH2:23][CH2:24][CH2:25][CH3:26])=[CH:10][CH:9]=1)=[O:6])C.[O:28]([C:35]1[CH:41]=[CH:40][C:38]([NH2:39])=[CH:37][CH:36]=1)[C:29]1[CH:34]=[CH:33][CH:32]=[CH:31][CH:30]=1.CC(C)([O-])C.[Li+]. (2) Given the product [F:1][C:2]1[CH:3]=[C:4]([NH:5][CH2:16][CH2:17][OH:18])[CH:6]=[CH:7][CH:8]=1, predict the reactants needed to synthesize it. The reactants are: [F:1][C:2]1[CH:3]=[C:4]([CH:6]=[CH:7][CH:8]=1)[NH2:5].N1C=CC=CC=1.Cl[CH2:16][CH2:17][O:18]C(Cl)=O.[OH-].[K+]. (3) Given the product [Cl:1][C:2]1[CH:7]=[CH:6][N:5]2[CH:15]=[CH:16][N:8]=[C:4]2[CH:3]=1, predict the reactants needed to synthesize it. The reactants are: [Cl:1][C:2]1[CH:7]=[CH:6][N:5]=[C:4]([NH2:8])[CH:3]=1.C(=O)(O)[O-].[Na+].Cl[CH2:15][CH:16]=O.O. (4) Given the product [Br:16][C:17]1[CH:25]=[CH:24][C:20]([C:21]([O:15][CH2:14][C@:8]2([CH2:12][OH:13])[C:9]3[C:4](=[CH:3][C:2]([Cl:1])=[CH:11][CH:10]=3)[CH2:5][CH2:6][CH2:7]2)=[O:22])=[CH:19][CH:18]=1, predict the reactants needed to synthesize it. The reactants are: [Cl:1][C:2]1[CH:3]=[C:4]2[C:9](=[CH:10][CH:11]=1)[C:8]([CH2:14][OH:15])([CH2:12][OH:13])[CH2:7][CH2:6][CH2:5]2.[Br:16][C:17]1[CH:25]=[CH:24][C:20]([C:21](Cl)=[O:22])=[CH:19][CH:18]=1.C(N(C(C)C)C(C)C)C. (5) Given the product [CH2:1]([O:3][C:4](=[O:26])[CH2:5][C:6]1[CH:11]=[CH:10][C:9]([O:12][CH3:13])=[C:8]([O:14][C:15]2[CH:20]=[CH:19][C:18]([N+:21]([O-:23])=[O:22])=[CH:17][C:16]=2[CH2:24][S:33][C:27]2[CH:32]=[CH:31][CH:30]=[CH:29][CH:28]=2)[CH:7]=1)[CH3:2], predict the reactants needed to synthesize it. The reactants are: [CH2:1]([O:3][C:4](=[O:26])[CH2:5][C:6]1[CH:11]=[CH:10][C:9]([O:12][CH3:13])=[C:8]([O:14][C:15]2[CH:20]=[CH:19][C:18]([N+:21]([O-:23])=[O:22])=[CH:17][C:16]=2[CH2:24]Br)[CH:7]=1)[CH3:2].[C:27]1([SH:33])[CH:32]=[CH:31][CH:30]=[CH:29][CH:28]=1.